From a dataset of Reaction yield outcomes from USPTO patents with 853,638 reactions. Predict the reaction yield, written as a fraction of the theoretical maximum amount of product (1.0 means a 100% yield; for example, 0.34 means a 34% yield). (1) The reactants are [H-].[Na+].[NH:3]1[C:11]2[C:6](=[CH:7][CH:8]=[CH:9][CH:10]=2)[C:5]([C:12]([O:14][CH3:15])=[O:13])=[N:4]1.Br[CH:17]1[CH2:20][CH2:19][CH2:18]1.C(=O)([O-])O.[Na+]. The yield is 0.560. The product is [CH:17]1([N:3]2[C:11]3[C:6](=[CH:7][CH:8]=[CH:9][CH:10]=3)[C:5]([C:12]([O:14][CH3:15])=[O:13])=[N:4]2)[CH2:20][CH2:19][CH2:18]1. The catalyst is CN(C)C=O. (2) The reactants are [CH2:1]([N:8]1[C:17](=[O:18])[C:16]2[C:11](=[CH:12][C:13]([Cl:19])=[CH:14][CH:15]=2)[N:10]=[C:9]1[C@H:20]([N:24]1[CH:28]=[C:27]([CH2:29][N:30]2C(=O)C3=CC=CC=C3C2=O)[N:26]=[C:25]1[C:41]1[CH:46]=[CH:45][C:44]([CH3:47])=[CH:43][CH:42]=1)[CH:21]([CH3:23])[CH3:22])[C:2]1[CH:7]=[CH:6][CH:5]=[CH:4][CH:3]=1.O.NN. The catalyst is CCO. The product is [NH2:30][CH2:29][C:27]1[N:26]=[C:25]([C:41]2[CH:42]=[CH:43][C:44]([CH3:47])=[CH:45][CH:46]=2)[N:24]([C@@H:20]([C:9]2[N:8]([CH2:1][C:2]3[CH:7]=[CH:6][CH:5]=[CH:4][CH:3]=3)[C:17](=[O:18])[C:16]3[C:11](=[CH:12][C:13]([Cl:19])=[CH:14][CH:15]=3)[N:10]=2)[CH:21]([CH3:23])[CH3:22])[CH:28]=1. The yield is 0.960. (3) The product is [O:12]1[C:15]2[CH:16]=[CH:17][C:18]([CH2:8][C:9]#[N:10])=[CH:19][C:14]=2[CH2:24][O:13][CH2:11]1. The catalyst is C1(C)C=CC=CC=1. The reactants are OC1C=CC([CH2:8][C:9]#[N:10])=CC=1.[CH2:11]=[O:12].[OH2:13].[C:14]1([CH3:24])[CH:19]=[CH:18][C:17](S(O)(=O)=O)=[CH:16][CH:15]=1. The yield is 0.320.